Dataset: NCI-60 drug combinations with 297,098 pairs across 59 cell lines. Task: Regression. Given two drug SMILES strings and cell line genomic features, predict the synergy score measuring deviation from expected non-interaction effect. (1) Drug 1: CC1C(C(CC(O1)OC2CC(CC3=C2C(=C4C(=C3O)C(=O)C5=C(C4=O)C(=CC=C5)OC)O)(C(=O)CO)O)N)O.Cl. Drug 2: CN(C)C1=NC(=NC(=N1)N(C)C)N(C)C. Cell line: HCT116. Synergy scores: CSS=-3.84, Synergy_ZIP=1.11, Synergy_Bliss=3.01, Synergy_Loewe=-6.06, Synergy_HSA=-5.84. (2) Drug 1: C1=CC=C(C=C1)NC(=O)CCCCCCC(=O)NO. Drug 2: C1CCC(C(C1)N)N.C(=O)(C(=O)[O-])[O-].[Pt+4]. Cell line: NCIH23. Synergy scores: CSS=40.5, Synergy_ZIP=-5.44, Synergy_Bliss=0.627, Synergy_Loewe=-17.3, Synergy_HSA=0.338.